The task is: Predict which catalyst facilitates the given reaction.. This data is from Catalyst prediction with 721,799 reactions and 888 catalyst types from USPTO. (1) Reactant: NC1[S:3][C:4]2[CH:10]=[C:9]([O:11][CH2:12][CH2:13][CH2:14][CH3:15])[CH:8]=[CH:7][C:5]=2[N:6]=1.[OH-].[K+]. Product: [NH2:6][C:5]1[CH:7]=[CH:8][C:9]([O:11][CH2:12][CH2:13][CH2:14][CH3:15])=[CH:10][C:4]=1[SH:3]. The catalyst class is: 6. (2) Reactant: COC1C=C(OC)C=CC=1C[N:6]([C:31]1[CH:36]=[CH:35][N:34]=[CH:33][N:32]=1)[S:7]([C:10]1[CH:15]=[C:14]([F:16])[C:13]([O:17][C@H:18]2[CH2:23][CH2:22][CH2:21][CH2:20][C@@H:19]2[C:24]2[N:28]([CH3:29])[N:27]=[CH:26][CH:25]=2)=[CH:12][C:11]=1[F:30])(=[O:9])=[O:8].C([SiH](CC)CC)C.FC(F)(F)C(O)=O. Product: [F:30][C:11]1[CH:12]=[C:13]([O:17][C@H:18]2[CH2:23][CH2:22][CH2:21][CH2:20][C@@H:19]2[C:24]2[N:28]([CH3:29])[N:27]=[CH:26][CH:25]=2)[C:14]([F:16])=[CH:15][C:10]=1[S:7]([NH:6][C:31]1[CH:36]=[CH:35][N:34]=[CH:33][N:32]=1)(=[O:8])=[O:9]. The catalyst class is: 4. (3) Reactant: Br[C:2]1[S:6][N:5]=[CH:4][C:3]=1[N+:7]([O-:9])=[O:8].[NH:10]1[CH2:15][CH2:14][O:13][CH2:12][CH2:11]1.CCN(C(C)C)C(C)C.O. Product: [N+:7]([C:3]1[CH:4]=[N:5][S:6][C:2]=1[N:10]1[CH2:15][CH2:14][O:13][CH2:12][CH2:11]1)([O-:9])=[O:8]. The catalyst class is: 12. (4) Reactant: [CH2:1]([O:3][C:4]1[N:8]([CH2:9][C:10]2[CH:15]=[CH:14][C:13]([C:16]3[CH:21]=[CH:20][CH:19]=[CH:18][C:17]=3[C:22]3[NH:26][N:25]=[N:24][N:23]=3)=[CH:12][CH:11]=2)[C:7]2[C:27]([C:31]([O:33]CC)=[O:32])=[CH:28][CH:29]=[CH:30][C:6]=2[N:5]=1)[CH3:2].[OH-].[Na+]. Product: [CH2:1]([O:3][C:4]1[N:8]([CH2:9][C:10]2[CH:11]=[CH:12][C:13]([C:16]3[CH:21]=[CH:20][CH:19]=[CH:18][C:17]=3[C:22]3[NH:26][N:25]=[N:24][N:23]=3)=[CH:14][CH:15]=2)[C:7]2[C:27]([C:31]([OH:33])=[O:32])=[CH:28][CH:29]=[CH:30][C:6]=2[N:5]=1)[CH3:2]. The catalyst class is: 8. (5) Reactant: [F:1][C:2]1[CH:7]=[C:6]([C:8]2[CH:13]=[CH:12][N:11]=[C:10]3[NH:14][C:15]([C:17]4[CH:22]=[CH:21][CH:20]=[C:19]([O:23][CH3:24])[CH:18]=4)=[N:16][C:9]=23)[CH:5]=[CH:4][C:3]=1[CH2:25][NH2:26].CCN(C(C)C)C(C)C.[CH:36]1([C:39]2[CH:47]=[CH:46][C:42]([C:43](Cl)=[O:44])=[CH:41][CH:40]=2)[CH2:38][CH2:37]1. Product: [CH:36]1([C:39]2[CH:40]=[CH:41][C:42]([C:43]([NH:26][CH2:25][C:3]3[CH:4]=[CH:5][C:6]([C:8]4[CH:13]=[CH:12][N:11]=[C:10]5[NH:14][C:15]([C:17]6[CH:22]=[CH:21][CH:20]=[C:19]([O:23][CH3:24])[CH:18]=6)=[N:16][C:9]=45)=[CH:7][C:2]=3[F:1])=[O:44])=[CH:46][CH:47]=2)[CH2:37][CH2:38]1. The catalyst class is: 7. (6) Reactant: Cl[C:2]1[N:7]=[C:6]([C:8]2[C:9]([C:27]3[CH:32]=[CH:31][C:30]([F:33])=[CH:29][CH:28]=3)=[N:10][N:11]3[C:16]=2[CH2:15][CH2:14][CH2:13][N:12]3[C:17]([O:19][CH2:20][C:21]2[CH:26]=[CH:25][CH:24]=[CH:23][CH:22]=2)=[O:18])[CH:5]=[CH:4][N:3]=1.[CH3:34][CH:35]([NH2:38])[CH2:36][OH:37]. Product: [F:33][C:30]1[CH:31]=[CH:32][C:27]([C:9]2[C:8]([C:6]3[CH:5]=[CH:4][N:3]=[C:2]([NH:38][CH:35]([CH3:34])[CH2:36][OH:37])[N:7]=3)=[C:16]3[N:11]([N:12]([C:17]([O:19][CH2:20][C:21]4[CH:26]=[CH:25][CH:24]=[CH:23][CH:22]=4)=[O:18])[CH2:13][CH2:14][CH2:15]3)[N:10]=2)=[CH:28][CH:29]=1. The catalyst class is: 22. (7) Reactant: [Cl:1][C:2]1[CH:3]=[C:4]2[C:8](=[CH:9][CH:10]=1)[NH:7][CH:6]=[C:5]2[CH2:11][CH2:12][NH:13][C:14](=[O:22])[C:15]1[CH:20]=[CH:19][C:18](I)=[CH:17][CH:16]=1.[C:23]([C:25]1[CH:26]=[C:27](B(O)O)[CH:28]=[CH:29][CH:30]=1)#[N:24].C(=O)([O-])[O-].[Na+].[Na+]. Product: [Cl:1][C:2]1[CH:3]=[C:4]2[C:8](=[CH:9][CH:10]=1)[NH:7][CH:6]=[C:5]2[CH2:11][CH2:12][NH:13][C:14]([C:15]1[CH:20]=[CH:19][C:18]([C:29]2[CH:28]=[CH:27][CH:26]=[C:25]([C:23]#[N:24])[CH:30]=2)=[CH:17][CH:16]=1)=[O:22]. The catalyst class is: 437.